This data is from Catalyst prediction with 721,799 reactions and 888 catalyst types from USPTO. The task is: Predict which catalyst facilitates the given reaction. (1) Reactant: [C:1]([O:5][C:6]([N:8]1[CH:12]([CH2:13][OH:14])[CH2:11][O:10][C:9]1([CH3:16])[CH3:15])=[O:7])([CH3:4])([CH3:3])[CH3:2].[Cr](Cl)([O-])(=O)=O.[NH+]1C=CC=CC=1. Product: [C:1]([O:5][C:6]([N:8]1[CH:12]([CH:13]=[O:14])[CH2:11][O:10][C:9]1([CH3:16])[CH3:15])=[O:7])([CH3:4])([CH3:3])[CH3:2]. The catalyst class is: 2. (2) Reactant: [F:1][C:2]([F:31])([F:30])[C:3]1[CH:8]=[CH:7][C:6]([C:9]2[CH:14]=[CH:13][CH:12]=[CH:11][C:10]=2[C:15]([NH:17][C:18]2[CH:23]=[CH:22][C:21](/[CH:24]=[CH:25]/[C:26]([O:28][CH3:29])=[O:27])=[CH:20][CH:19]=2)=[O:16])=[CH:5][CH:4]=1.[H][H]. Product: [F:1][C:2]([F:30])([F:31])[C:3]1[CH:4]=[CH:5][C:6]([C:9]2[CH:14]=[CH:13][CH:12]=[CH:11][C:10]=2[C:15]([NH:17][C:18]2[CH:23]=[CH:22][C:21]([CH2:24][CH2:25][C:26]([O:28][CH3:29])=[O:27])=[CH:20][CH:19]=2)=[O:16])=[CH:7][CH:8]=1. The catalyst class is: 541. (3) Reactant: [NH2:1][C:2]1[C:7]([N+:8]([O-])=O)=[C:6]([N:11]2[CH2:16][CH2:15][N:14]([CH2:17][C:18]([NH:20][C:21]3[O:25][N:24]=[C:23]([CH3:26])[CH:22]=3)=[O:19])[CH2:13][CH2:12]2)[C:5]([Cl:27])=[CH:4][N:3]=1.[CH3:28][N:29]([CH3:38])[C:30]1[CH:37]=[CH:36][C:33]([CH:34]=O)=[CH:32][CH:31]=1.[O-]S(S([O-])=O)=O.[Na+].[Na+]. Product: [Cl:27][C:5]1[C:6]([N:11]2[CH2:16][CH2:15][N:14]([CH2:17][C:18]([NH:20][C:21]3[O:25][N:24]=[C:23]([CH3:26])[CH:22]=3)=[O:19])[CH2:13][CH2:12]2)=[C:7]2[N:8]=[C:34]([C:33]3[CH:36]=[CH:37][C:30]([N:29]([CH3:38])[CH3:28])=[CH:31][CH:32]=3)[NH:1][C:2]2=[N:3][CH:4]=1. The catalyst class is: 8. (4) Product: [Cl:11][C:9]1[N:8]=[CH:7][NH:6][C:5]2=[N:4][CH:3]=[C:2]([C:27]#[N:28])[C:10]=12. Reactant: Br[C:2]1[C:10]2[C:9]([Cl:11])=[N:8][CH:7]=[N:6][C:5]=2[NH:4][CH:3]=1.C([Li])CCC.CC1C=CC(S([C:27]#[N:28])(=O)=O)=CC=1. The catalyst class is: 1. (5) Reactant: [NH2:1][C:2]1[CH:7]=[CH:6][C:5]([C:8](=[O:17])/[CH:9]=[CH:10]/[C:11]2[CH:16]=[CH:15][CH:14]=[CH:13][N:12]=2)=[CH:4][CH:3]=1.[H][H]. Product: [NH2:1][C:2]1[CH:3]=[CH:4][C:5]([C:8](=[O:17])[CH2:9][CH2:10][C:11]2[CH:16]=[CH:15][CH:14]=[CH:13][N:12]=2)=[CH:6][CH:7]=1. The catalyst class is: 19. (6) Reactant: [Cl:1][C:2]1[N:7]=[CH:6][C:5]([CH2:8]C(NCCCl)C#N)=[CH:4][CH:3]=1.[CH2:16]([S:18][C:19]1[NH:20][CH:21]=[CH:22][C:23]=1[N+:24]([O-:26])=[O:25])[CH3:17].C(=O)([O-])[O-].[K+].[K+]. Product: [Cl:1][C:2]1[N:7]=[CH:6][C:5]([CH2:8][N:20]([CH2:21][CH2:22][C:22]2[C:23]([N+:24]([O-:26])=[O:25])=[C:19]([S:18][CH2:16][CH3:17])[NH:20][CH:21]=2)[CH2:19][C:23]#[N:24])=[CH:4][CH:3]=1. The catalyst class is: 3. (7) Reactant: [O:1]1[C:6]2[CH:7]=[CH:8][C:9]([C:11]3[C:12]([C:18](=[CH2:23])[C:19]([O:21][CH3:22])=[O:20])=[C:13]([CH3:17])[S:14][C:15]=3[CH3:16])=[CH:10][C:5]=2[CH2:4][CH2:3][CH2:2]1.[C:24]([Li])([CH3:27])([CH3:26])[CH3:25].CCCCC. Product: [O:1]1[C:6]2[CH:7]=[CH:8][C:9]([C:11]3[C:12]([CH:18]([CH2:23][C:24]([CH3:27])([CH3:26])[CH3:25])[C:19]([O:21][CH3:22])=[O:20])=[C:13]([CH3:17])[S:14][C:15]=3[CH3:16])=[CH:10][C:5]=2[CH2:4][CH2:3][CH2:2]1. The catalyst class is: 7. (8) Reactant: [CH:1]1([CH2:4][O:5][C:6]2[CH:7]=[C:8]([C:16](=[O:18])[CH3:17])[CH:9]=[CH:10][C:11]=2[O:12][CH:13]([F:15])[F:14])[CH2:3][CH2:2]1.[Br-:19].[Br-].[Br-].C[N+](C)(C)C1C=CC=CC=1.C[N+](C1C=CC=CC=1)(C)C.C[N+](C1C=CC=CC=1)(C)C.C(=O)([O-])O.[Na+]. Product: [Br:19][CH2:17][C:16]([C:8]1[CH:9]=[CH:10][C:11]([O:12][CH:13]([F:15])[F:14])=[C:6]([O:5][CH2:4][CH:1]2[CH2:3][CH2:2]2)[CH:7]=1)=[O:18]. The catalyst class is: 32.